From a dataset of Peptide-MHC class I binding affinity with 185,985 pairs from IEDB/IMGT. Regression. Given a peptide amino acid sequence and an MHC pseudo amino acid sequence, predict their binding affinity value. This is MHC class I binding data. The peptide sequence is FPVRPQVPT. The MHC is HLA-B54:01 with pseudo-sequence HLA-B54:01. The binding affinity (normalized) is 0.948.